From a dataset of Catalyst prediction with 721,799 reactions and 888 catalyst types from USPTO. Predict which catalyst facilitates the given reaction. Reactant: [C:1](N1C=CN=C1)(N1C=CN=C1)=[O:2].[Si:13]([O:20][CH2:21][CH2:22][CH2:23][CH2:24][NH:25][C:26]1[C:35]2[C:30](=[CH:31][CH:32]=[CH:33][CH:34]=2)[N:29]=[C:28]([Cl:36])[C:27]=1[NH2:37])([C:16]([CH3:19])([CH3:18])[CH3:17])([CH3:15])[CH3:14].C1COCC1. Product: [Si:13]([O:20][CH2:21][CH2:22][CH2:23][CH2:24][N:25]1[C:26]2[C:35]3[CH:34]=[CH:33][CH:32]=[CH:31][C:30]=3[N:29]=[C:28]([Cl:36])[C:27]=2[N:37]=[C:1]1[OH:2])([C:16]([CH3:19])([CH3:18])[CH3:17])([CH3:15])[CH3:14]. The catalyst class is: 17.